From a dataset of Reaction yield outcomes from USPTO patents with 853,638 reactions. Predict the reaction yield, written as a fraction of the theoretical maximum amount of product (1.0 means a 100% yield; for example, 0.34 means a 34% yield). (1) The reactants are [NH2:1][C:2]1[C:3]([NH:11][C@@H:12]2[CH2:17][O:16][C@@H:15]([CH2:18][OH:19])[CH2:14][CH2:13]2)=[C:4]2[S:10][CH:9]=[CH:8][C:5]2=[N:6][CH:7]=1.[CH3:20][CH2:21][CH3:22]. The catalyst is C(O)(=O)C.CO. The product is [CH2:21]([C:22]1[N:11]([C@@H:12]2[CH2:17][O:16][C@@H:15]([CH2:18][OH:19])[CH2:14][CH2:13]2)[C:3]2=[C:4]3[S:10][CH:9]=[CH:8][C:5]3=[N:6][CH:7]=[C:2]2[N:1]=1)[CH3:20]. The yield is 0.570. (2) The reactants are [Cl:1][C:2]1[CH:3]=[C:4]([N:20]2[C:25](=[O:26])[NH:24][C:23](=[O:27])C(C#N)=[N:21]2)[CH:5]=[C:6]([Cl:19])[C:7]=1[O:8][C:9]1[CH:14]=[C:13]([CH:15]([CH3:17])[CH3:16])[C:12](=[O:18])[NH:11][N:10]=1.Cl.[OH-].[Na+].[C:33]([OH:36])(=[O:35])[CH3:34]. The catalyst is O. The product is [Cl:19][C:6]1[CH:5]=[C:4]([N:20]2[C:25](=[O:26])[NH:24][C:23](=[O:27])[C:34]([C:33]([OH:36])=[O:35])=[N:21]2)[CH:3]=[C:2]([Cl:1])[C:7]=1[O:8][C:9]1[CH:14]=[C:13]([CH:15]([CH3:17])[CH3:16])[C:12](=[O:18])[NH:11][N:10]=1. The yield is 0.780.